This data is from Catalyst prediction with 721,799 reactions and 888 catalyst types from USPTO. The task is: Predict which catalyst facilitates the given reaction. (1) Reactant: C(NCC)C.[Li]CCCC.[Br:11][C:12]1[S:13][CH:14]=[CH:15][C:16]=1[CH3:17].CN([CH:21]=[O:22])C. Product: [Br:11][C:12]1[S:13][C:14]([CH:21]=[O:22])=[CH:15][C:16]=1[CH3:17]. The catalyst class is: 134. (2) Reactant: CC(N=NC(C#N)(C)C)(C#N)C.[Cl:13][C:14]1[N:19]=[C:18]2[S:20][N:21]=[C:22]([CH3:23])[C:17]2=[CH:16][CH:15]=1.[Br:24]NC(=O)CCC(N)=O. Product: [Br:24][CH2:23][C:22]1[C:17]2[C:18](=[N:19][C:14]([Cl:13])=[CH:15][CH:16]=2)[S:20][N:21]=1. The catalyst class is: 53. (3) Reactant: C1C=C(Cl)C=C(C(OO)=O)C=1.[Cl:12][C:13]1[CH:18]=[CH:17][CH:16]=[C:15]([Cl:19])[C:14]=1[N:20]1[CH:31]=[CH:30][C:23]2[N:24]=[C:25](SC)[N:26]=[CH:27][C:22]=2[C:21]1=[O:32].CCN(C(C)C)C(C)C.[NH2:42][C:43]1[CH:48]=[CH:47][C:46]([N:49]2[CH2:54][CH2:53][N:52]([C:55]([O:57][C:58]([CH3:61])([CH3:60])[CH3:59])=[O:56])[CH2:51][CH2:50]2)=[C:45]([CH2:62][OH:63])[CH:44]=1. Product: [Cl:12][C:13]1[CH:18]=[CH:17][CH:16]=[C:15]([Cl:19])[C:14]=1[N:20]1[CH:31]=[CH:30][C:23]2[N:24]=[C:25]([NH:42][C:43]3[CH:48]=[CH:47][C:46]([N:49]4[CH2:54][CH2:53][N:52]([C:55]([O:57][C:58]([CH3:59])([CH3:61])[CH3:60])=[O:56])[CH2:51][CH2:50]4)=[C:45]([CH2:62][OH:63])[CH:44]=3)[N:26]=[CH:27][C:22]=2[C:21]1=[O:32]. The catalyst class is: 390. (4) Reactant: [OH:1][CH2:2][CH2:3][CH:4]1[CH2:9][CH2:8][NH:7][CH2:6][CH2:5]1.Br[CH2:11][CH2:12][O:13][C:14]([CH3:17])([CH3:16])[CH3:15]. Product: [C:14]([O:13][CH2:12][CH2:11][N:7]1[CH2:8][CH2:9][CH:4]([CH2:3][CH2:2][OH:1])[CH2:5][CH2:6]1)([CH3:17])([CH3:16])[CH3:15]. The catalyst class is: 9. (5) Reactant: [CH3:1][O:2][C:3]1[CH:11]=[C:10]2[C:6]([CH2:7][N:8](CC3C=CC(OC)=CC=3)[C:9]2=[O:12])=[CH:5][CH:4]=1.C(O)(C(F)(F)F)=O.S(O)(C(F)(F)F)(=O)=O.C(=O)([O-])O.[Na+]. Product: [CH3:1][O:2][C:3]1[CH:11]=[C:10]2[C:6]([CH2:7][NH:8][C:9]2=[O:12])=[CH:5][CH:4]=1. The catalyst class is: 46. (6) Reactant: [Cl-].[C:2]1([CH2:12][P+](C2C=CC=CC=2)(C2C=CC=CC=2)C2C=CC=CC=2)[C:11]2[C:6](=[CH:7][CH:8]=[CH:9][CH:10]=2)[CH:5]=[CH:4][CH:3]=1.CC(C)([O-])C.[K+].[CH:38]([C:40]1[N:41]=[C:42]([CH:45]2[CH2:50][CH2:49][N:48]([C:51]([O:53][C:54]([CH3:57])([CH3:56])[CH3:55])=[O:52])[CH2:47][CH2:46]2)[S:43][CH:44]=1)=O.[Cl-].[NH4+]. Product: [C:2]1(/[CH:12]=[CH:38]\[C:40]2[N:41]=[C:42]([CH:45]3[CH2:46][CH2:47][N:48]([C:51]([O:53][C:54]([CH3:57])([CH3:56])[CH3:55])=[O:52])[CH2:49][CH2:50]3)[S:43][CH:44]=2)[C:11]2[C:6](=[CH:7][CH:8]=[CH:9][CH:10]=2)[CH:5]=[CH:4][CH:3]=1. The catalyst class is: 7. (7) Reactant: [OH-:1].[Na+].[CH2:3]([SH:7])[C:4](O)=O.[CH3:8][O:9][C:10]1[CH:17]=[CH:16][C:13]([CH2:14]Cl)=[CH:12][C:11]=1[N+:18]([O-:20])=[O:19].Cl. Product: [CH3:8][O:9][C:10]1[CH:17]=[CH:16][C:13]([CH2:14][CH2:4][C:3]([OH:1])=[S:7])=[CH:12][C:11]=1[N+:18]([O-:20])=[O:19]. The catalyst class is: 5. (8) Reactant: N[C:2](N)=[S:3].[F:5][C:6]1[C:13]([F:14])=[CH:12][CH:11]=[CH:10][C:7]=1CBr. Product: [F:5][C:6]1[C:13]([F:14])=[CH:12][CH:11]=[CH:10][C:7]=1[CH2:2][SH:3]. The catalyst class is: 8. (9) Reactant: CCN(C(C)C)C(C)C.FC(F)(F)S(O[C:16]1[CH:17]=[CH:18][C:19]2[O:23][C:22]([C:24]3[CH:29]=[CH:28][C:27]([F:30])=[CH:26][CH:25]=3)=[C:21]([C:31](=[O:34])[NH:32][CH3:33])[C:20]=2[CH:35]=1)(=O)=O.[CH3:38][C:39]1[O:43][C:42]([C:44]2[CH:45]=[C:46](B(O)O)[CH:47]=[CH:48][CH:49]=2)=[N:41][N:40]=1.O1CCOCC1. Product: [F:30][C:27]1[CH:26]=[CH:25][C:24]([C:22]2[O:23][C:19]3[CH:18]=[CH:17][C:16]([C:46]4[CH:47]=[CH:48][CH:49]=[C:44]([C:42]5[O:43][C:39]([CH3:38])=[N:40][N:41]=5)[CH:45]=4)=[CH:35][C:20]=3[C:21]=2[C:31]([NH:32][CH3:33])=[O:34])=[CH:29][CH:28]=1. The catalyst class is: 103.